From a dataset of Peptide-MHC class I binding affinity with 185,985 pairs from IEDB/IMGT. Regression. Given a peptide amino acid sequence and an MHC pseudo amino acid sequence, predict their binding affinity value. This is MHC class I binding data. (1) The peptide sequence is ILNSDDEQA. The MHC is HLA-B46:01 with pseudo-sequence HLA-B46:01. The binding affinity (normalized) is 0.0847. (2) The peptide sequence is LALSLTFIR. The MHC is HLA-A31:01 with pseudo-sequence HLA-A31:01. The binding affinity (normalized) is 0.577. (3) The peptide sequence is YPSMFTLRHI. The MHC is HLA-B07:02 with pseudo-sequence HLA-B07:02. The binding affinity (normalized) is 0.746. (4) The binding affinity (normalized) is 0.851. The peptide sequence is KIMDYGKYK. The MHC is HLA-A30:01 with pseudo-sequence HLA-A30:01. (5) The peptide sequence is EHAGVISVL. The MHC is HLA-A11:01 with pseudo-sequence HLA-A11:01. The binding affinity (normalized) is 0.0847. (6) The peptide sequence is GLYEAIEEC. The binding affinity (normalized) is 0.0847. The MHC is HLA-A31:01 with pseudo-sequence HLA-A31:01.